The task is: Predict the reaction yield, written as a fraction of the theoretical maximum amount of product (1.0 means a 100% yield; for example, 0.34 means a 34% yield).. This data is from Reaction yield outcomes from USPTO patents with 853,638 reactions. (1) The reactants are [CH3:1][O:2][C:3]1[CH:4]=[C:5]2[C:10](=[CH:11][C:12]=1[O:13][CH3:14])[N:9]=[CH:8][CH:7]=[C:6]2[O:15][C:16]1[C:22]([CH3:23])=[CH:21][C:19]([NH2:20])=[C:18]([CH3:24])[CH:17]=1.C(N(CC)CC)C.ClC(Cl)(O[C:36](=[O:42])OC(Cl)(Cl)Cl)Cl.[CH3:44][N:45]([CH3:49])[CH2:46][CH2:47][NH2:48]. The catalyst is C(Cl)(Cl)Cl.O. The product is [CH3:1][O:2][C:3]1[CH:4]=[C:5]2[C:10](=[CH:11][C:12]=1[O:13][CH3:14])[N:9]=[CH:8][CH:7]=[C:6]2[O:15][C:16]1[C:22]([CH3:23])=[CH:21][C:19]([NH:20][C:36]([NH:48][CH2:47][CH2:46][N:45]([CH3:49])[CH3:44])=[O:42])=[C:18]([CH3:24])[CH:17]=1. The yield is 0.360. (2) The reactants are CS(O[C@H:6]1[CH2:10][CH2:9][N:8]([CH2:11][C:12]2[CH:17]=[CH:16][C:15]([CH:18]([F:20])[F:19])=[CH:14][CH:13]=2)[C:7]1=[O:21])(=O)=O.Cl.[F:23][C@H:24]1[C@H:29]([C:30]2[CH:35]=[CH:34][C:33]([OH:36])=[CH:32][CH:31]=2)[CH2:28][CH2:27][NH:26][CH2:25]1.C(N(CC)C(C)C)(C)C. The catalyst is C(#N)C. The product is [F:19][CH:18]([F:20])[C:15]1[CH:16]=[CH:17][C:12]([CH2:11][N:8]2[CH2:9][CH2:10][CH:6]([N:26]3[CH2:27][CH2:28][C@@H:29]([C:30]4[CH:35]=[CH:34][C:33]([OH:36])=[CH:32][CH:31]=4)[C@H:24]([F:23])[CH2:25]3)[C:7]2=[O:21])=[CH:13][CH:14]=1. The yield is 0.350. (3) The catalyst is Cl. The product is [Br:24][C:21]1[CH:22]=[N:23][C:11]2[NH:10][C:14]3[CH:15]=[N:16][CH:17]=[C:18]([OH:19])[C:13]=3[C:12]=2[CH:20]=1. The reactants are C1(S([N:10]2[C:14]3[CH:15]=[N:16][CH:17]=[C:18]([OH:19])[C:13]=3[C:12]3[CH:20]=[C:21]([Br:24])[CH:22]=[N:23][C:11]2=3)(=O)=O)C=CC=CC=1. The yield is 0.990. (4) The reactants are [CH3:1][C:2]1([CH3:10])[CH2:7][C:6](=O)[CH2:5][C:4](=[O:9])[CH2:3]1.[C:11]1([NH:17]N)[CH:16]=[CH:15][CH:14]=[CH:13][CH:12]=1.C(O)(C(F)(F)F)=O. No catalyst specified. The product is [CH3:10][C:2]1([CH3:1])[CH2:3][C:4](=[O:9])[C:5]2[C:16]3[C:11](=[CH:12][CH:13]=[CH:14][CH:15]=3)[NH:17][C:6]=2[CH2:7]1. The yield is 0.480. (5) The reactants are [C:1]([C:5]1[CH:9]=[C:8]([NH:10][C:11]([NH:13][C:14]2[CH:19]=[CH:18][C:17]([O:20][C:21]3[CH:26]=[CH:25][N:24]=[CH:23][CH:22]=3)=[CH:16][CH:15]=2)=[O:12])[N:7]([C:27]2[CH:32]=[CH:31][C:30]([CH2:33][C:34](N3CC[C@H](O)C3)=[O:35])=[CH:29][CH:28]=2)[N:6]=1)([CH3:4])([CH3:3])[CH3:2].Cl.[CH3:43][O:44][C:45](=[O:50])[C@H:46]([CH2:48][OH:49])[NH2:47]. No catalyst specified. The product is [C:1]([C:5]1[CH:9]=[C:8]([NH:10][C:11]([NH:13][C:14]2[CH:15]=[CH:16][C:17]([O:20][C:21]3[CH:26]=[CH:25][N:24]=[CH:23][CH:22]=3)=[CH:18][CH:19]=2)=[O:12])[N:7]([C:27]2[CH:28]=[CH:29][C:30]([CH2:33][C:34]([NH:47][C@H:46]([C:45]([O:44][CH3:43])=[O:50])[CH2:48][OH:49])=[O:35])=[CH:31][CH:32]=2)[N:6]=1)([CH3:4])([CH3:2])[CH3:3]. The yield is 0.620.